Dataset: Full USPTO retrosynthesis dataset with 1.9M reactions from patents (1976-2016). Task: Predict the reactants needed to synthesize the given product. (1) The reactants are: [H][H].[CH3:3][Si:4]([Cl:7])([Cl:6])[Cl:5].[Si:8]([Cl:12])([Cl:11])([Cl:10])[Cl:9]. Given the product [Cl:5][SiH:4]([Cl:7])[Cl:6].[Si:8]([Cl:12])([Cl:11])([Cl:10])[Cl:9].[Cl:5][SiH2:4][Cl:6].[CH3:3][SiH:4]([Cl:6])[Cl:5], predict the reactants needed to synthesize it. (2) Given the product [CH2:1]([N:8]1[C:12](=[O:13])[C:11](=[C:14]2[N:18]([CH3:19])[C:17]3[CH:20]=[C:21]([O:24][CH2:38][C:39]([OH:41])=[O:40])[CH:22]=[CH:23][C:16]=3[S:15]2)[S:10][C:9]1=[N:25][C:26]1[CH:27]=[C:28]([C:29]#[N:30])[CH:31]=[CH:32][C:33]=1[NH:34][CH2:35][CH3:36])[C:2]1[CH:7]=[CH:6][CH:5]=[CH:4][CH:3]=1, predict the reactants needed to synthesize it. The reactants are: [CH2:1]([N:8]1[C:12](=[O:13])[C:11](=[C:14]2[N:18]([CH3:19])[C:17]3[CH:20]=[C:21]([OH:24])[CH:22]=[CH:23][C:16]=3[S:15]2)[S:10][C:9]1=[N:25][C:26]1[CH:27]=[C:28]([CH:31]=[CH:32][C:33]=1[NH:34][CH2:35][CH3:36])[C:29]#[N:30])[C:2]1[CH:7]=[CH:6][CH:5]=[CH:4][CH:3]=1.Br[CH2:38][C:39]([O:41]C(C)(C)C)=[O:40].C([O-])([O-])=O.[K+].[K+]. (3) The reactants are: [CH3:1][C:2]([C:5]1[C:10]([C:11]2[CH:16]=[C:15]([O:17][CH3:18])[CH:14]=[CH:13][C:12]=2[F:19])=[CH:9][C:8]([CH2:20][O:21][C:22]2[CH:27]=[CH:26][C:25]([C@H:28]([CH:34]=[C:35]([CH3:37])[CH3:36])[CH2:29][C:30]([O:32]C)=[O:31])=[CH:24][CH:23]=2)=[CH:7][CH:6]=1)([CH3:4])[CH3:3].C1COCC1.CCO.[OH-].[Na+]. Given the product [CH3:4][C:2]([C:5]1[C:10]([C:11]2[CH:16]=[C:15]([O:17][CH3:18])[CH:14]=[CH:13][C:12]=2[F:19])=[CH:9][C:8]([CH2:20][O:21][C:22]2[CH:23]=[CH:24][C:25]([C@@H:28]([CH:34]=[C:35]([CH3:37])[CH3:36])[CH2:29][C:30]([OH:32])=[O:31])=[CH:26][CH:27]=2)=[CH:7][CH:6]=1)([CH3:1])[CH3:3], predict the reactants needed to synthesize it. (4) Given the product [F:1][C:2]1[CH:3]=[N:4][C:5]([NH:11][CH2:12][C:13]([F:19])([F:18])[C:14]([F:17])([F:16])[F:15])=[C:6]([CH:10]=1)[C:7]([NH:25][C:21]([CH3:22])([C:23]#[CH:24])[CH3:20])=[O:9], predict the reactants needed to synthesize it. The reactants are: [F:1][C:2]1[CH:3]=[N:4][C:5]([NH:11][CH2:12][C:13]([F:19])([F:18])[C:14]([F:17])([F:16])[F:15])=[C:6]([CH:10]=1)[C:7]([OH:9])=O.[CH3:20][C:21]([NH2:25])([C:23]#[CH:24])[CH3:22].CCN=C=NCCCN(C)C.CCN(C(C)C)C(C)C.C1C=CC2N(O)N=NC=2C=1.